Dataset: Forward reaction prediction with 1.9M reactions from USPTO patents (1976-2016). Task: Predict the product of the given reaction. (1) The product is: [CH3:1][O:2][C:3](=[O:14])[CH2:4][C:5]1[CH:10]=[CH:9][C:8]([OH:11])=[CH:7][C:6]=1[CH3:13]. Given the reactants [CH3:1][O:2][C:3](=[O:14])[CH2:4][C:5]1[CH:10]=[CH:9][C:8]([O:11]C)=[CH:7][C:6]=1[CH3:13].[Cl-].[Al+3].[Cl-].[Cl-].C(S)C.O, predict the reaction product. (2) Given the reactants [N:1]1[CH:6]=[CH:5][CH:4]=[CH:3][C:2]=1[CH:7]([C:9]1[NH:17][C:12]2=[CH:13][N:14]=[CH:15][CH:16]=[C:11]2[CH:10]=1)[OH:8], predict the reaction product. The product is: [N:1]1[CH:6]=[CH:5][CH:4]=[CH:3][C:2]=1[C:7]([C:9]1[NH:17][C:12]2=[CH:13][N:14]=[CH:15][CH:16]=[C:11]2[CH:10]=1)=[O:8]. (3) Given the reactants F[C:2]1[CH:9]=[C:8]([N:10]2[C:18]3[CH2:17][C:16]([CH3:20])([CH3:19])[CH2:15][C:14](=[O:21])[C:13]=3[C:12]([CH3:22])=[N:11]2)[CH:7]=[C:6]([F:23])[C:3]=1[C:4]#[N:5].Cl.[O:25]1[CH2:29][CH2:28][C@H:27]([NH2:30])[CH2:26]1.C(N(C(C)C)CC)(C)C.[OH-:40].[Na+].OO, predict the reaction product. The product is: [F:23][C:6]1[CH:7]=[C:8]([N:10]2[C:18]3[CH2:17][C:16]([CH3:20])([CH3:19])[CH2:15][C:14](=[O:21])[C:13]=3[C:12]([CH3:22])=[N:11]2)[CH:9]=[C:2]([NH:30][C@H:27]2[CH2:28][CH2:29][O:25][CH2:26]2)[C:3]=1[C:4]([NH2:5])=[O:40].